From a dataset of Full USPTO retrosynthesis dataset with 1.9M reactions from patents (1976-2016). Predict the reactants needed to synthesize the given product. Given the product [CH3:50][N:45]([CH3:46])[CH2:44][CH2:43][CH2:42][O:41][C:37]1[C:38]([F:40])=[CH:39][C:33]2[N:32]=[C:31]([C:27]3[C:26]([NH:25][C:7]([N:1]4[CH2:6][CH2:5][CH2:4][CH2:3][CH2:2]4)=[O:8])=[CH:30][N:29]([CH:15]4[CH2:14][CH2:16][CH2:59][CH2:60][O:61]4)[N:28]=3)[NH:35][C:34]=2[CH:36]=1, predict the reactants needed to synthesize it. The reactants are: [N:1]1([C:7](Cl)=[O:8])[CH2:6][CH2:5][CH2:4][CH2:3][CH2:2]1.C(N(CC)[CH:14]([CH3:16])[CH3:15])(C)C.Cl.C(N(CC)C([NH:25][C:26]1[C:27]([C:31]2[NH:35][C:34]3[CH:36]=[C:37]([O:41][CH2:42][CH2:43][CH2:44][N:45]4[CH2:50]CCC[CH2:46]4)[C:38]([F:40])=[CH:39][C:33]=3[N:32]=2)=[N:28][NH:29][CH:30]=1)=O)C.C(=O)(O)[O-].[Na+].C1C[O:61][CH2:60][CH2:59]1.